Predict the reactants needed to synthesize the given product. From a dataset of Full USPTO retrosynthesis dataset with 1.9M reactions from patents (1976-2016). Given the product [CH3:1][C:2]([CH3:16])([CH2:8][O:9][CH:10]1[CH2:15][CH2:14][CH2:13][CH2:12][O:11]1)[CH2:3][CH2:4][CH2:5][CH2:6][NH:7][C:25](=[O:24])[CH2:26][CH2:27][CH2:28][CH2:29][C:30]([CH3:39])([CH3:40])[CH2:31][O:32][CH:33]1[CH2:38][CH2:37][CH2:36][CH2:35][O:34]1, predict the reactants needed to synthesize it. The reactants are: [CH3:1][C:2]([CH3:16])([CH2:8][O:9][CH:10]1[CH2:15][CH2:14][CH2:13][CH2:12][O:11]1)[CH2:3][CH2:4][CH2:5][CH2:6][NH2:7].O=C1CCC(=O)N1[O:24][C:25](=O)[CH2:26][CH2:27][CH2:28][CH2:29][C:30]([CH3:40])([CH3:39])[CH2:31][O:32][CH:33]1[CH2:38][CH2:37][CH2:36][CH2:35][O:34]1.